This data is from TCR-epitope binding with 47,182 pairs between 192 epitopes and 23,139 TCRs. The task is: Binary Classification. Given a T-cell receptor sequence (or CDR3 region) and an epitope sequence, predict whether binding occurs between them. (1) The epitope is CINGVCWTV. The TCR CDR3 sequence is CASSPLNTEAFF. Result: 0 (the TCR does not bind to the epitope). (2) The epitope is NEGVKAAW. The TCR CDR3 sequence is CASSIVAGAYNEQFF. Result: 1 (the TCR binds to the epitope). (3) The epitope is NLVPMVATV. The TCR CDR3 sequence is CSVLPGLVYNEQFF. Result: 1 (the TCR binds to the epitope).